From a dataset of NCI-60 drug combinations with 297,098 pairs across 59 cell lines. Regression. Given two drug SMILES strings and cell line genomic features, predict the synergy score measuring deviation from expected non-interaction effect. (1) Drug 1: CC1=C(C=C(C=C1)C(=O)NC2=CC(=CC(=C2)C(F)(F)F)N3C=C(N=C3)C)NC4=NC=CC(=N4)C5=CN=CC=C5. Drug 2: C1CNP(=O)(OC1)N(CCCl)CCCl. Cell line: U251. Synergy scores: CSS=-1.26, Synergy_ZIP=-0.649, Synergy_Bliss=-4.77, Synergy_Loewe=-3.46, Synergy_HSA=-4.65. (2) Drug 1: C(=O)(N)NO. Drug 2: CN(CC1=CN=C2C(=N1)C(=NC(=N2)N)N)C3=CC=C(C=C3)C(=O)NC(CCC(=O)O)C(=O)O. Cell line: SW-620. Synergy scores: CSS=48.0, Synergy_ZIP=4.04, Synergy_Bliss=2.83, Synergy_Loewe=-8.35, Synergy_HSA=2.06. (3) Drug 1: C1=NC(=NC(=O)N1C2C(C(C(O2)CO)O)O)N. Drug 2: C1CN(CCN1C(=O)CCBr)C(=O)CCBr. Cell line: OVCAR-5. Synergy scores: CSS=31.0, Synergy_ZIP=-8.53, Synergy_Bliss=2.33, Synergy_Loewe=4.28, Synergy_HSA=4.89. (4) Drug 1: CC1C(C(CC(O1)OC2CC(CC3=C2C(=C4C(=C3O)C(=O)C5=C(C4=O)C(=CC=C5)OC)O)(C(=O)CO)O)N)O.Cl. Drug 2: CC1C(C(CC(O1)OC2CC(CC3=C2C(=C4C(=C3O)C(=O)C5=C(C4=O)C(=CC=C5)OC)O)(C(=O)CO)O)N)O.Cl. Cell line: TK-10. Synergy scores: CSS=40.1, Synergy_ZIP=-5.84, Synergy_Bliss=-3.00, Synergy_Loewe=0.742, Synergy_HSA=1.54. (5) Cell line: RPMI-8226. Drug 2: CC(C)(C#N)C1=CC(=CC(=C1)CN2C=NC=N2)C(C)(C)C#N. Synergy scores: CSS=57.2, Synergy_ZIP=6.75, Synergy_Bliss=5.94, Synergy_Loewe=-7.82, Synergy_HSA=4.47. Drug 1: COC1=CC(=CC(=C1O)OC)C2C3C(COC3=O)C(C4=CC5=C(C=C24)OCO5)OC6C(C(C7C(O6)COC(O7)C8=CC=CS8)O)O. (6) Drug 1: CCCCC(=O)OCC(=O)C1(CC(C2=C(C1)C(=C3C(=C2O)C(=O)C4=C(C3=O)C=CC=C4OC)O)OC5CC(C(C(O5)C)O)NC(=O)C(F)(F)F)O. Drug 2: C1=CN(C=N1)CC(O)(P(=O)(O)O)P(=O)(O)O. Cell line: HOP-92. Synergy scores: CSS=27.4, Synergy_ZIP=-0.156, Synergy_Bliss=-4.31, Synergy_Loewe=-4.08, Synergy_HSA=-2.86.